This data is from Forward reaction prediction with 1.9M reactions from USPTO patents (1976-2016). The task is: Predict the product of the given reaction. (1) Given the reactants Cl[C:2]1[N:7]=[C:6]([NH:8][C:9]2[CH:18]=[CH:17][CH:16]=[CH:15][C:10]=2[C:11]([NH:13][CH3:14])=[O:12])[C:5]([Cl:19])=[CH:4][N:3]=1.[NH2:20][C:21]1[C:33]([O:34][CH3:35])=[CH:32][C:24]2[CH2:25][CH2:26][O:27][C:28](=[O:31])[N:29]([CH3:30])[C:23]=2[CH:22]=1, predict the reaction product. The product is: [Cl:19][C:5]1[C:6]([NH:8][C:9]2[CH:18]=[CH:17][CH:16]=[CH:15][C:10]=2[C:11]([NH:13][CH3:14])=[O:12])=[N:7][C:2]([NH:20][C:21]2[C:33]([O:34][CH3:35])=[CH:32][C:24]3[CH2:25][CH2:26][O:27][C:28](=[O:31])[N:29]([CH3:30])[C:23]=3[CH:22]=2)=[N:3][CH:4]=1. (2) Given the reactants C([Li])CCC.[CH2:6]([NH:13][Si](C)(C)C)[C:7]1[CH:12]=[CH:11][CH:10]=[CH:9][CH:8]=1.CO[C@H:21]([C:22]1[CH:27]=[CH:26][CH:25]=[CH:24][CH:23]=1)[C@H:21](OC)[C:22]1[CH:27]=[CH:26][CH:25]=[CH:24][CH:23]=1.[C:36]([O:46][C:47]([CH3:50])([CH3:49])[CH3:48])(=[O:45])[CH:37]=[CH:38][C:39]1[CH:44]=[CH:43][CH:42]=[CH:41][CH:40]=1.Cl[Si](C)(C)C, predict the reaction product. The product is: [CH2:6]([N:13]([CH2:21][C:22]1[CH:27]=[CH:26][CH:25]=[CH:24][CH:23]=1)[CH:38]([C:39]1[CH:40]=[CH:41][CH:42]=[CH:43][CH:44]=1)[CH2:37][C:36]([O:46][C:47]([CH3:50])([CH3:49])[CH3:48])=[O:45])[C:7]1[CH:12]=[CH:11][CH:10]=[CH:9][CH:8]=1. (3) Given the reactants [C:1]([Si:5]([CH3:17])([CH3:16])[N:6]1[C:10]2=[CH:11][CH:12]=[N:13][C:14](I)=[C:9]2[CH:8]=[CH:7]1)([CH3:4])([CH3:3])[CH3:2].[Cl-].[Cl:19][C:20]1[CH:25]=[CH:24][C:23]([S:26]([N:29]([C:33]2[CH:38]=[C:37]([Cl:39])[CH:36]=[CH:35][C:34]=2[CH:40]=[O:41])[CH2:30][O:31][CH3:32])(=[O:28])=[O:27])=[CH:22][C:21]=1[C:42]([F:45])([F:44])[F:43], predict the reaction product. The product is: [Cl:19][C:20]1[CH:25]=[CH:24][C:23]([S:26]([N:29]([C:33]2[CH:38]=[C:37]([Cl:39])[CH:36]=[CH:35][C:34]=2[CH:40]([OH:41])[C:10]2[CH:11]=[CH:12][N:13]=[C:14]3[N:6]([Si:5]([C:1]([CH3:4])([CH3:3])[CH3:2])([CH3:17])[CH3:16])[CH:7]=[CH:8][C:9]=23)[CH2:30][O:31][CH3:32])(=[O:27])=[O:28])=[CH:22][C:21]=1[C:42]([F:44])([F:45])[F:43]. (4) Given the reactants ClC(OCC)=O.Cl.[Br:8][C:9]1[N:14]=[CH:13][C:12]([C@@H:15]2[CH2:17][C@H:16]2[C:18]([OH:20])=O)=[CH:11][CH:10]=1.CCN(CC)CC.[N-:28]=[N+:29]=[N-:30].[Na+], predict the reaction product. The product is: [Br:8][C:9]1[N:14]=[CH:13][C:12]([C@@H:15]2[CH2:17][C@H:16]2[C:18]([N:28]=[N+:29]=[N-:30])=[O:20])=[CH:11][CH:10]=1. (5) Given the reactants [C:1]([N:11]1[CH2:15][CH2:14][C@H:13]([N:16]([C:24](=[O:33])[C:25]([CH3:32])([CH3:31])[CH2:26][O:27][C:28](=[O:30])[CH3:29])[CH:17]2[CH2:22][CH2:21][C:20](=[O:23])[CH2:19][CH2:18]2)[CH2:12]1)([O:3][CH2:4][C:5]1[CH:10]=[CH:9][CH:8]=[CH:7][CH:6]=1)=[O:2].[BH4-].[Na+], predict the reaction product. The product is: [C:1]([N:11]1[CH2:15][CH2:14][C@H:13]([N:16]([C:24](=[O:33])[C:25]([CH3:32])([CH3:31])[CH2:26][O:27][C:28](=[O:30])[CH3:29])[CH:17]2[CH2:18][CH2:19][CH:20]([OH:23])[CH2:21][CH2:22]2)[CH2:12]1)([O:3][CH2:4][C:5]1[CH:6]=[CH:7][CH:8]=[CH:9][CH:10]=1)=[O:2]. (6) Given the reactants F[C:2]1[CH:3]=[C:4]2[C:8](=[CH:9][CH:10]=1)[C:7](=[O:11])[NH:6][CH2:5]2, predict the reaction product. The product is: [CH2:5]([N:6]([CH3:7])[C:2]1[CH:3]=[C:4]2[C:8](=[CH:9][CH:10]=1)[C:7](=[O:11])[NH:6][CH2:5]2)[CH3:4]. (7) Given the reactants [F:1][C:2]1[CH:7]=[CH:6][C:5]([NH:8][C:9]2[N:14]3[N:15]=[CH:16][C:17]([C:18](O)=[O:19])=[C:13]3[N:12]=[CH:11][C:10]=2[C:21]([N:23]2[CH2:28][CH2:27][C:26]3([C:36]4[C:31](=[CH:32][CH:33]=[CH:34][CH:35]=4)[CH:30]=[CH:29]3)[CH2:25][CH2:24]2)=[O:22])=[C:4]([CH3:37])[CH:3]=1.[CH2:38]([S:40]([NH2:43])(=[O:42])=[O:41])[CH3:39], predict the reaction product. The product is: [F:1][C:2]1[CH:7]=[CH:6][C:5]([NH:8][C:9]2[N:14]3[N:15]=[CH:16][C:17]([C:18]([NH:43][S:40]([CH2:38][CH3:39])(=[O:42])=[O:41])=[O:19])=[C:13]3[N:12]=[CH:11][C:10]=2[C:21]([N:23]2[CH2:24][CH2:25][C:26]3([C:36]4[C:31](=[CH:32][CH:33]=[CH:34][CH:35]=4)[CH:30]=[CH:29]3)[CH2:27][CH2:28]2)=[O:22])=[C:4]([CH3:37])[CH:3]=1.